Dataset: Full USPTO retrosynthesis dataset with 1.9M reactions from patents (1976-2016). Task: Predict the reactants needed to synthesize the given product. (1) Given the product [F:37][CH:35]([F:36])[C:24]1[C:25]2[C@H:26]3[CH2:27][C@H:28]3[C:29]([F:31])([F:32])[C:30]=2[N:22]([CH2:21][C:20]([NH:39][C@H:40]([C:50]2[C:55]([C:56]3[CH:57]=[CH:58][C:59]([CH3:71])=[C:60]4[C:64]=3[N:63]([CH3:65])[N:62]=[C:61]4[NH:66][S:67]([CH3:70])(=[O:69])=[O:68])=[CH:54][CH:53]=[C:52]([C:72]#[C:73][C:74]([OH:77])([CH3:75])[CH3:76])[N:51]=2)[CH2:41][C:42]2[CH:43]=[C:44]([F:49])[CH:45]=[C:46]([F:48])[CH:47]=2)=[O:38])[N:23]=1, predict the reactants needed to synthesize it. The reactants are: BrC1C([C@@H](N[C:20](=[O:38])[CH2:21][N:22]2[C:30]3[C:29]([F:32])([F:31])[CH2:28][CH2:27][C:26](F)(F)[C:25]=3[C:24]([CH:35]([F:37])[F:36])=[N:23]2)CC2C=C(F)C=C(F)C=2)=NC=C(Br)C=1.[NH2:39][C@H:40]([C:50]1[C:55]([C:56]2[CH:57]=[CH:58][C:59]([CH3:71])=[C:60]3[C:64]=2[N:63]([CH3:65])[N:62]=[C:61]3[NH:66][S:67]([CH3:70])(=[O:69])=[O:68])=[CH:54][CH:53]=[C:52]([C:72]#[C:73][C:74]([OH:77])([CH3:76])[CH3:75])[N:51]=1)[CH2:41][C:42]1[CH:47]=[C:46]([F:48])[CH:45]=[C:44]([F:49])[CH:43]=1.FC(F)C1C2[C@H]3C[C@H]3C(F)(F)C=2N(CC(O)=O)N=1. (2) Given the product [CH3:8][C:4]1[CH:5]=[CH:6][CH:7]=[C:2]([CH3:1])[C:3]=1[C:9]#[C:10][C:11]1[CH:12]=[C:13]([CH2:17][CH2:18][CH2:19][NH2:20])[CH:14]=[CH:15][CH:16]=1, predict the reactants needed to synthesize it. The reactants are: [CH3:1][C:2]1[CH:7]=[CH:6][CH:5]=[C:4]([CH3:8])[C:3]=1[C:9]#[C:10][C:11]1[CH:12]=[C:13]([CH2:17][CH2:18][CH2:19][N:20]2C(=O)C3C(=CC=CC=3)C2=O)[CH:14]=[CH:15][CH:16]=1.O.NN.